This data is from Full USPTO retrosynthesis dataset with 1.9M reactions from patents (1976-2016). The task is: Predict the reactants needed to synthesize the given product. (1) The reactants are: [CH2:1]([CH2:3][NH2:4])[OH:2].C[O:6][C:7](=O)[CH:8]([Cl:10])[CH3:9]. Given the product [Cl:10][CH:8]([CH3:9])[C:7]([NH:4][CH2:3][CH2:1][OH:2])=[O:6], predict the reactants needed to synthesize it. (2) Given the product [CH3:36][C:22]([NH:21][CH2:20][CH:19]([C:11]1[C:12]2[O:16][C:15](=[O:17])[NH:14][C:13]=2[CH:18]=[C:9]([OH:8])[CH:10]=1)[OH:37])([CH3:35])[CH2:23][CH2:24][N:25]1[C:29]2[CH:30]=[CH:31][CH:32]=[CH:33][C:28]=2[NH:27][C:26]1=[O:34], predict the reactants needed to synthesize it. The reactants are: C([O:8][C:9]1[CH:10]=[C:11]([CH:19]([OH:37])[CH2:20][NH:21][C:22]([CH3:36])([CH3:35])[CH2:23][CH2:24][N:25]2[C:29]3[CH:30]=[CH:31][CH:32]=[CH:33][C:28]=3[NH:27][C:26]2=[O:34])[C:12]2[O:16][C:15](=[O:17])[NH:14][C:13]=2[CH:18]=1)C1C=CC=CC=1. (3) Given the product [O:1]1[CH2:5][CH2:4][O:3][CH:2]1[CH2:6][CH2:7][CH2:8][CH2:9][CH2:10][CH2:11][CH2:12][CH2:13][O:14][C:15]1[CH:16]=[C:17]([CH:28]=[C:29]([O:31][CH3:32])[CH:30]=1)[C:18]([O:20][CH2:21][C:22]1[CH:27]=[CH:26][CH:25]=[CH:24][CH:23]=1)=[O:19], predict the reactants needed to synthesize it. The reactants are: [O:1]1[CH2:5][CH2:4][O:3][CH:2]1[CH2:6][CH2:7][CH2:8][CH2:9][CH2:10][CH2:11][CH2:12][CH2:13][O:14][C:15]1[CH:16]=[C:17]([CH:28]=[C:29]([OH:31])[CH:30]=1)[C:18]([O:20][CH2:21][C:22]1[CH:27]=[CH:26][CH:25]=[CH:24][CH:23]=1)=[O:19].[C:32](=O)([O-])[O-].[K+].[K+].IC. (4) Given the product [F:19][CH2:18][O:17][C:14]1[CH:15]=[CH:16][C:11]([C:9]2[N:10]=[C:4]3[CH:3]=[C:2]([NH2:21])[CH:7]=[CH:6][N:5]3[CH:8]=2)=[CH:12][CH:13]=1, predict the reactants needed to synthesize it. The reactants are: Br[C:2]1[CH:7]=[CH:6][N:5]2[CH:8]=[C:9]([C:11]3[CH:16]=[CH:15][C:14]([O:17][CH2:18][F:19])=[CH:13][CH:12]=3)[N:10]=[C:4]2[CH:3]=1.[OH-].[NH4+:21]. (5) Given the product [CH2:1]([O:3][C:4]1[CH:19]=[CH:18][C:7]2[CH:8]3[CH2:14][CH2:13][CH:12]([CH:15]=[O:16])[CH2:11][CH:9]3[O:10][C:6]=2[C:5]=1[F:20])[CH3:2], predict the reactants needed to synthesize it. The reactants are: [CH2:1]([O:3][C:4]1[CH:19]=[CH:18][C:7]2[CH:8]3[CH2:14][CH2:13][C:12](=[CH:15][O:16]C)[CH2:11][CH:9]3[O:10][C:6]=2[C:5]=1[F:20])[CH3:2].C(O)=O.O.